This data is from Full USPTO retrosynthesis dataset with 1.9M reactions from patents (1976-2016). The task is: Predict the reactants needed to synthesize the given product. (1) Given the product [CH3:4][Si:3]([C:1]#[C:2][C:8]1[CH:13]=[CH:12][CH:11]=[CH:10][C:9]=1[CH:14]([CH2:18][CH3:19])[C:15]([NH2:17])=[O:16])([CH3:6])[CH3:5], predict the reactants needed to synthesize it. The reactants are: [C:1]([Si:3]([CH3:6])([CH3:5])[CH3:4])#[CH:2].I[C:8]1[CH:13]=[CH:12][CH:11]=[CH:10][C:9]=1[CH:14]([CH2:18][CH3:19])[C:15]([NH2:17])=[O:16].F[B-](F)(F)F. (2) Given the product [Br:1][C:2]1[C:3]2[N:4]([N:8]=[C:9]([NH:11][C:12](=[O:19])[C:13]3[CH:18]=[CH:17][CH:16]=[CH:15][CH:14]=3)[N:10]=2)[CH:5]=[CH:6][CH:7]=1, predict the reactants needed to synthesize it. The reactants are: [Br:1][C:2]1[C:3]2[N:4]([N:8]=[C:9]([NH2:11])[N:10]=2)[CH:5]=[CH:6][CH:7]=1.[C:12](Cl)(=[O:19])[C:13]1[CH:18]=[CH:17][CH:16]=[CH:15][CH:14]=1. (3) Given the product [F:1][C:2]([F:21])([F:20])[C:3]1[CH:4]=[C:5]([C:13]2[CH:17]=[C:16]([CH2:18][Cl:24])[O:15][N:14]=2)[CH:6]=[C:7]([C:9]([F:12])([F:11])[F:10])[CH:8]=1, predict the reactants needed to synthesize it. The reactants are: [F:1][C:2]([F:21])([F:20])[C:3]1[CH:4]=[C:5]([C:13]2[CH:17]=[C:16]([CH2:18]O)[O:15][N:14]=2)[CH:6]=[C:7]([C:9]([F:12])([F:11])[F:10])[CH:8]=1.S(Cl)([Cl:24])=O. (4) Given the product [Cl:1][C:2]1[CH:3]=[CH:4][C:5]([CH:8]([OH:29])[C:9]2[CH:10]=[C:11]([C:32]3[CH:37]=[CH:36][N:35]=[C:34]([C:38]#[N:39])[CH:33]=3)[S:12][C:13]=2[C:14]2[NH:18][CH:17]=[N:16][N:15]=2)=[CH:6][CH:7]=1, predict the reactants needed to synthesize it. The reactants are: [Cl:1][C:2]1[CH:7]=[CH:6][C:5]([CH:8]([OH:29])[C:9]2[CH:10]=[C:11]([B-](F)(F)F)[S:12][C:13]=2[C:14]2[N:18]=[CH:17][N:16](C3CCCCO3)[N:15]=2)=[CH:4][CH:3]=1.[K+].Br[C:32]1[CH:37]=[CH:36][N:35]=[C:34]([C:38]#[N:39])[CH:33]=1.C1(P(C2CCCCC2)C2C=CC=CC=2C2C(OCCC)=CC=CC=2OCCC)CCCCC1.C(=O)([O-])[O-].[Na+].[Na+].C(O)C.O1CCOCC1.C(O)(C)(C)C.Cl. (5) Given the product [CH2:59]([O:58][C:56]([NH:55][CH2:54][CH2:53][CH2:52][CH2:51][C@H:47]([NH:46][CH2:40][CH2:39][CH2:38][O:37][C:34]1[CH:35]=[CH:36][C:31]([CH2:30][C:29]2[C:25]([O:24][C@@H:6]3[O:7][C@H:8]([CH2:19][OH:20])[C@@H:9]([OH:15])[C@H:10]([OH:11])[C@H:5]3[OH:4])=[N:26][NH:27][C:28]=2[CH:43]([CH3:44])[CH3:45])=[C:32]([CH3:42])[CH:33]=1)[C:48](=[O:49])[NH2:50])=[O:57])[C:60]1[CH:61]=[CH:62][CH:63]=[CH:64][CH:65]=1, predict the reactants needed to synthesize it. The reactants are: C([O:4][C@@H:5]1[C@@H:10]([O:11]C(=O)C)[C@H:9]([O:15]C(=O)C)[C@@H:8]([CH2:19][O:20]C(=O)C)[O:7][C@H:6]1[O:24][C:25]1[C:29]([CH2:30][C:31]2[CH:36]=[CH:35][C:34]([O:37][CH2:38][CH2:39][CH2:40]O)=[CH:33][C:32]=2[CH3:42])=[C:28]([CH:43]([CH3:45])[CH3:44])[NH:27][N:26]=1)(=O)C.[NH2:46][C@@H:47]([CH2:51][CH2:52][CH2:53][CH2:54][NH:55][C:56]([O:58][CH2:59][C:60]1[CH:65]=[CH:64][CH:63]=[CH:62][CH:61]=1)=[O:57])[C:48]([NH2:50])=[O:49].NC(C)(C)C(NCCO)=O. (6) Given the product [C:1]([C:3]1[CH:4]=[C:5]2[C:9](=[CH:10][CH:11]=1)[NH:8][C:7]([C:12]([O:14][CH2:15][CH3:16])=[O:13])=[CH:6]2)(=[O:18])[NH2:2], predict the reactants needed to synthesize it. The reactants are: [C:1]([C:3]1[CH:4]=[C:5]2[C:9](=[CH:10][CH:11]=1)[NH:8][C:7]([C:12]([O:14][CH2:15][CH3:16])=[O:13])=[CH:6]2)#[N:2].C([O-])([O-])=[O:18].[K+].[K+].OO. (7) The reactants are: [Cl:1][C:2]1[C:10]2[C:5](=[C:6]([CH3:34])[CH:7]=[C:8]([O:32][CH3:33])[C:9]=2[CH:11]([OH:31])[C:12]2[N:16](COCC[Si](C)(C)C)[C:15]3[CH:25]=[CH:26][C:27]([C:29]#[N:30])=[CH:28][C:14]=3[N:13]=2)[NH:4][CH:3]=1.ClC1C2C(=C(C)C=C(OC)C=2C(O)C2N(COCC[Si](C)(C)C)C3C=C(C#N)C=CC=3N=2)NC=1.CCCC[N+](CCCC)(CCCC)CCCC.[F-].C(N)CN.[Cl-].[NH4+]. Given the product [Cl:1][C:2]1[C:10]2[C:5](=[C:6]([CH3:34])[CH:7]=[C:8]([O:32][CH3:33])[C:9]=2[CH:11]([OH:31])[C:12]2[NH:16][C:15]3[CH:25]=[CH:26][C:27]([C:29]#[N:30])=[CH:28][C:14]=3[N:13]=2)[NH:4][CH:3]=1, predict the reactants needed to synthesize it. (8) Given the product [NH2:83][CH2:82][C@@H:79]1[CH2:80][CH2:81][N:77]([CH2:31][C:3]2[C:2]([Cl:1])=[C:11]3[C:6]([C:7](=[O:25])[N:8]([CH2:12][C:13]4[CH:18]=[C:17]([Cl:19])[CH:16]=[CH:15][C:14]=4[S:20]([CH2:23][CH3:24])(=[O:21])=[O:22])[CH:9]=[N:10]3)=[CH:5][C:4]=2[O:26][C:27]([F:28])([F:30])[F:29])[CH2:78]1, predict the reactants needed to synthesize it. The reactants are: [Cl:1][C:2]1[C:3]([CH:31]=O)=[C:4]([O:26][C:27]([F:30])([F:29])[F:28])[CH:5]=[C:6]2[C:11]=1[N:10]=[CH:9][N:8]([CH2:12][C:13]1[CH:18]=[C:17]([Cl:19])[CH:16]=[CH:15][C:14]=1[S:20]([CH2:23][CH3:24])(=[O:22])=[O:21])[C:7]2=[O:25].ClC1C(CN2CC[C@@H](NC(=O)OC(C)(C)C)C2)=C(OC(F)(F)F)C=C2C=1N=CN(CC1C=C(Cl)C=CC=1S(CC)(=O)=O)C2=O.[NH:77]1[CH2:81][CH2:80][C@@H:79]([CH2:82][NH:83]C(=O)OC(C)(C)C)[CH2:78]1. (9) Given the product [S:1]([NH:12][C@@H:13]([C:17]([OH:19])=[O:18])[CH:14]([CH3:16])[CH3:15])([C:4]1[CH:10]=[CH:9][C:7]([CH3:8])=[CH:6][CH:5]=1)(=[O:3])=[O:2], predict the reactants needed to synthesize it. The reactants are: [S:1](Cl)([C:4]1[CH:10]=[CH:9][C:7]([CH3:8])=[CH:6][CH:5]=1)(=[O:3])=[O:2].[NH2:12][C@@H:13]([C:17]([OH:19])=[O:18])[CH:14]([CH3:16])[CH3:15]. (10) Given the product [C:1]([O:5][C:6](=[O:7])[NH:8][CH2:9][CH2:10][N:11]1[C:15]2[CH:16]=[CH:17][C:18]([C:20](=[O:21])[NH:41][CH3:40])=[CH:19][C:14]=2[N:13]=[C:12]1[NH:23][C:24]1[S:25][C:26]2[CH:32]=[C:31]([O:33][C:34]([F:35])([F:36])[F:37])[CH:30]=[CH:29][C:27]=2[N:28]=1)([CH3:2])([CH3:4])[CH3:3], predict the reactants needed to synthesize it. The reactants are: [C:1]([O:5][C:6]([NH:8][CH2:9][CH2:10][N:11]1[C:15]2[CH:16]=[CH:17][C:18]([C:20](O)=[O:21])=[CH:19][C:14]=2[N:13]=[C:12]1[NH:23][C:24]1[S:25][C:26]2[CH:32]=[C:31]([O:33][C:34]([F:37])([F:36])[F:35])[CH:30]=[CH:29][C:27]=2[N:28]=1)=[O:7])([CH3:4])([CH3:3])[CH3:2].CN.[CH3:40][N:41](C(ON1N=NC2C=CC=CC1=2)=[N+](C)C)C.F[P-](F)(F)(F)(F)F.CCN(C(C)C)C(C)C.